This data is from Full USPTO retrosynthesis dataset with 1.9M reactions from patents (1976-2016). The task is: Predict the reactants needed to synthesize the given product. (1) Given the product [CH2:7]([O:9][C:10]([C:12]1[C:13]([O:27][CH2:29][CH3:30])=[N:14][C:15]2[C:20]([C:21]=1[CH3:22])=[CH:19][CH:18]=[C:17]([C:23]([F:24])([F:25])[F:26])[CH:16]=2)=[O:11])[CH3:8], predict the reactants needed to synthesize it. The reactants are: C([O-])([O-])=O.[K+].[K+].[CH2:7]([O:9][C:10]([C:12]1[C:13]([OH:27])=[N:14][C:15]2[C:20]([C:21]=1[CH3:22])=[CH:19][CH:18]=[C:17]([C:23]([F:26])([F:25])[F:24])[CH:16]=2)=[O:11])[CH3:8].I[CH2:29][CH3:30].CCOC(C)=O.CCCCCC. (2) Given the product [C:5]([N:13]([C:14]1[CH:15]=[C:16]([CH:20]=[CH:21][CH:22]=1)[C:17]([OH:19])=[O:18])[CH3:1])(=[O:12])[C:6]1[CH:7]=[CH:8][CH:9]=[CH:10][CH:11]=1, predict the reactants needed to synthesize it. The reactants are: [CH3:1]C(C)=O.[C:5]([NH:13][C:14]1[CH:15]=[C:16]([CH:20]=[CH:21][CH:22]=1)[C:17]([OH:19])=[O:18])(=[O:12])[C:6]1[CH:11]=[CH:10][CH:9]=[CH:8][CH:7]=1.[OH-].[K+].S(OC)(OC)(=O)=O.